The task is: Binary Classification. Given a T-cell receptor sequence (or CDR3 region) and an epitope sequence, predict whether binding occurs between them.. This data is from TCR-epitope binding with 47,182 pairs between 192 epitopes and 23,139 TCRs. (1) Result: 0 (the TCR does not bind to the epitope). The epitope is LLFNKVTLA. The TCR CDR3 sequence is CATSRDGAGSNEKLFF. (2) The epitope is LLWNGPMAV. The TCR CDR3 sequence is CASSLGGAAYNEQFF. Result: 1 (the TCR binds to the epitope). (3) The TCR CDR3 sequence is CSVGSGDYEQYF. Result: 0 (the TCR does not bind to the epitope). The epitope is NEGVKAAW. (4) The epitope is FTISVTTEIL. The TCR CDR3 sequence is CASSLAGTATYEQYF. Result: 1 (the TCR binds to the epitope).